Dataset: Ames mutagenicity test results for genotoxicity prediction. Task: Regression/Classification. Given a drug SMILES string, predict its toxicity properties. Task type varies by dataset: regression for continuous values (e.g., LD50, hERG inhibition percentage) or binary classification for toxic/non-toxic outcomes (e.g., AMES mutagenicity, cardiotoxicity, hepatotoxicity). Dataset: ames. (1) The molecule is CC(=O)Nc1ccc(NC(C)=O)c2c1C(=O)c1ccccc1C2=O. The result is 1 (mutagenic). (2) The molecule is CCOC(=O)CC(C)O. The result is 0 (non-mutagenic).